This data is from Forward reaction prediction with 1.9M reactions from USPTO patents (1976-2016). The task is: Predict the product of the given reaction. (1) Given the reactants [Si:1](Cl)([C:4]([CH3:7])([CH3:6])[CH3:5])([CH3:3])[CH3:2].[Cl:9][C:10]1[N:11]=[CH:12][C:13]2[C:18]([I:19])=[CH:17][N:16]([C:20]([CH3:24])([CH3:23])[CH2:21][OH:22])[C:14]=2[N:15]=1.N1C=CN=C1.C(=O)(O)[O-].[Na+], predict the reaction product. The product is: [Si:1]([O:22][CH2:21][C:20]([N:16]1[C:14]2[N:15]=[C:10]([Cl:9])[N:11]=[CH:12][C:13]=2[C:18]([I:19])=[CH:17]1)([CH3:24])[CH3:23])([C:4]([CH3:7])([CH3:6])[CH3:5])([CH3:3])[CH3:2]. (2) Given the reactants Br[C:2]1[CH:3]=[CH:4][C:5]([N+:8]([O-:10])=[O:9])=[N:6][CH:7]=1.C(=O)([O-])[O-].[K+].[K+].[CH3:17][N:18]1[CH2:23][CH2:22][NH:21][CH2:20][CH2:19]1.Cl, predict the reaction product. The product is: [CH3:17][N:18]1[CH2:23][CH2:22][N:21]([C:2]2[CH:7]=[N:6][C:5]([N+:8]([O-:10])=[O:9])=[CH:4][CH:3]=2)[CH2:20][CH2:19]1. (3) Given the reactants [I:1][C:2]1[CH:6]=[CH:5][NH:4][N:3]=1.[CH2:7]1[CH2:11][O:10][CH2:9]C1.C[Si]([N-][Si](C)(C)C)(C)C.[Na+].IC1COC1, predict the reaction product. The product is: [I:1][C:2]1[CH:6]=[CH:5][N:4]([CH:7]2[CH2:9][O:10][CH2:11]2)[N:3]=1. (4) Given the reactants Cl[C:2]1[N:3]=[C:4]([N:22]2[CH2:27][CH2:26][O:25][CH2:24][CH2:23]2)[C:5]2[N:10]=[C:9]([CH2:11][N:12]3[CH2:17][CH2:16][CH:15]([C:18]([OH:21])([CH3:20])[CH3:19])[CH2:14][CH2:13]3)[S:8][C:6]=2[N:7]=1.[CH3:28][C:29]1[O:30][C:31]2[CH:46]=[CH:45][CH:44]=[CH:43][C:32]=2[C:33]=1B1OC(C)(C)C(C)(C)O1.C([O-])([O-])=O.[Cs+].[Cs+], predict the reaction product. The product is: [CH3:28][C:29]1[O:30][C:31]2[CH:46]=[CH:45][CH:44]=[CH:43][C:32]=2[C:33]=1[C:2]1[N:3]=[C:4]([N:22]2[CH2:27][CH2:26][O:25][CH2:24][CH2:23]2)[C:5]2[N:10]=[C:9]([CH2:11][N:12]3[CH2:17][CH2:16][CH:15]([C:18]([OH:21])([CH3:20])[CH3:19])[CH2:14][CH2:13]3)[S:8][C:6]=2[N:7]=1. (5) The product is: [NH2:26][C:24]1[N:23]=[CH:22][N:21]=[C:20]2[N:19]([C@H:27]3[CH2:32][CH2:31][C@H:30]([N:33]4[CH2:34][CH2:35][N:36]([CH3:39])[CH2:37][CH2:38]4)[CH2:29][CH2:28]3)[N:18]=[C:17]([C:14]3[CH:15]=[CH:16][C:11]([N:10]=[CH:1][C:2]4[CH:8]=[CH:7][CH:6]=[CH:5][C:3]=4[OH:4])=[C:12]([O:40][CH3:41])[CH:13]=3)[C:25]=12. Given the reactants [CH:1](=O)[C:2]1[C:3](=[CH:5][CH:6]=[CH:7][CH:8]=1)[OH:4].[NH2:10][C:11]1[CH:16]=[CH:15][C:14]([C:17]2[C:25]3[C:20](=[N:21][CH:22]=[N:23][C:24]=3[NH2:26])[N:19]([C@H:27]3[CH2:32][CH2:31][C@H:30]([N:33]4[CH2:38][CH2:37][N:36]([CH3:39])[CH2:35][CH2:34]4)[CH2:29][CH2:28]3)[N:18]=2)=[CH:13][C:12]=1[O:40][CH3:41], predict the reaction product. (6) The product is: [CH:40]1([CH2:42][CH:15]([O:14][CH:11]2[CH2:12][CH2:13][NH:8][CH2:9][CH2:10]2)[CH:16]([N:20]2[CH2:29][CH2:28][C:27]3[C:22](=[CH:23][C:24]([O:30][C:31]4[CH:36]=[CH:35][C:34]([F:37])=[CH:33][C:32]=4[F:38])=[CH:25][CH:26]=3)[C:21]2=[O:39])[CH:17]([CH3:18])[CH3:19])[CH2:48][CH2:47]1. Given the reactants C(OC([N:8]1[CH2:13][CH2:12][CH:11]([O:14][CH2:15][CH:16]([N:20]2[CH2:29][CH2:28][C:27]3[C:22](=[CH:23][C:24]([O:30][C:31]4[CH:36]=[CH:35][C:34]([F:37])=[CH:33][C:32]=4[F:38])=[CH:25][CH:26]=3)[C:21]2=[O:39])[CH:17]([CH3:19])[CH3:18])[CH2:10][CH2:9]1)=O)(C)(C)C.[C:40](O)([C:42](F)(F)F)=O.[CH2:47]1C[CH2:48]1.CCN(C(C)C)C(C)C.C(O[BH-](OC(=O)C)OC(=O)C)(=O)C, predict the reaction product. (7) Given the reactants [CH2:1]([C:3]1[N:4]([CH2:9][CH2:10][NH2:11])[CH:5]=[C:6]([I:8])[N:7]=1)[CH3:2].[F:12][C:13]1[C:18]([CH3:19])=[C:17]([F:20])[CH:16]=[CH:15][C:14]=1[CH2:21][CH2:22][CH:23]=O, predict the reaction product. The product is: [F:12][C:13]1[C:18]([CH3:19])=[C:17]([F:20])[CH:16]=[CH:15][C:14]=1[CH2:21][CH2:22][CH:23]1[NH:11][CH2:10][CH2:9][N:4]2[C:3]([CH2:1][CH3:2])=[N:7][C:6]([I:8])=[C:5]12. (8) The product is: [F:33][C:34]1[CH:35]=[C:36]([CH:54]=[CH:55][CH:56]=1)[CH2:37][N:38]1[C:42]([CH3:43])=[C:41]([C:2]2[C:10]3[C:5](=[N:6][CH:7]=[C:8]([C:11]4[CH:16]=[CH:15][C:14]([N:17]5[CH2:22][CH2:21][O:20][CH2:19][CH2:18]5)=[CH:13][CH:12]=4)[CH:9]=3)[N:4]([S:23]([C:26]3[CH:32]=[CH:31][C:29]([CH3:30])=[CH:28][CH:27]=3)(=[O:25])=[O:24])[CH:3]=2)[C:40]([CH3:53])=[N:39]1. Given the reactants I[C:2]1[C:10]2[C:5](=[N:6][CH:7]=[C:8]([C:11]3[CH:16]=[CH:15][C:14]([N:17]4[CH2:22][CH2:21][O:20][CH2:19][CH2:18]4)=[CH:13][CH:12]=3)[CH:9]=2)[N:4]([S:23]([C:26]2[CH:32]=[CH:31][C:29]([CH3:30])=[CH:28][CH:27]=2)(=[O:25])=[O:24])[CH:3]=1.[F:33][C:34]1[CH:35]=[C:36]([CH:54]=[CH:55][CH:56]=1)[CH2:37][N:38]1[C:42]([CH3:43])=[C:41](B2OC(C)(C)C(C)(C)O2)[C:40]([CH3:53])=[N:39]1.C(=O)([O-])[O-].[Na+].[Na+], predict the reaction product. (9) Given the reactants [NH:1]1[C:9]2[C:4](=[CH:5][C:6]([NH:10][C:11]34[CH2:18][CH2:17][CH:14]([CH2:15][CH2:16]3)[NH:13][CH2:12]4)=[CH:7][CH:8]=2)[CH:3]=[N:2]1.[CH3:19][C:20]1[CH:27]=[CH:26][C:23]([CH:24]=O)=[CH:22][CH:21]=1, predict the reaction product. The product is: [NH:1]1[C:9]2[C:4](=[CH:5][C:6]([NH:10][C:11]34[CH2:16][CH2:15][CH:14]([CH2:17][CH2:18]3)[N:13]([CH2:19][C:20]3[CH:27]=[CH:26][C:23]([CH3:24])=[CH:22][CH:21]=3)[CH2:12]4)=[CH:7][CH:8]=2)[CH:3]=[N:2]1.